Dataset: Forward reaction prediction with 1.9M reactions from USPTO patents (1976-2016). Task: Predict the product of the given reaction. (1) Given the reactants [C:1]([O:5][C:6](=[O:12])[C@@H:7]([NH:9][CH:10]=[O:11])[CH3:8])([CH3:4])([CH3:3])[CH3:2].[Li+].CC([N-]C(C)C)C.[N:21]([C:24]1[CH:32]=[CH:31][CH:30]=[CH:29][C:25]=1[C:26](Cl)=[O:27])=[N+:22]=[N-:23], predict the reaction product. The product is: [C:1]([O:5][C:6](=[O:12])[C@@H:7]([N:9]([C:26](=[O:27])[C:25]1[CH:29]=[CH:30][CH:31]=[CH:32][C:24]=1[N:21]=[N+:22]=[N-:23])[CH:10]=[O:11])[CH3:8])([CH3:2])([CH3:3])[CH3:4]. (2) The product is: [O:1]=[C:2]1[CH2:7][CH2:6][CH:5]2[CH:3]1[C@H:4]2[C:8]([OH:10])=[O:9]. Given the reactants [O:1]=[C:2]1[CH2:7][CH2:6][CH:5]2[CH:3]1[C@H:4]2[C:8]([O:10]CC)=[O:9].[OH-].[Na+], predict the reaction product. (3) Given the reactants [OH:1][CH2:2][C:3]([CH2:8][OH:9])([CH3:7])[C:4]([OH:6])=[O:5].[CH3:10][Si](C=[N+]=[N-])(C)C, predict the reaction product. The product is: [OH:1][CH2:2][C:3]([CH2:8][OH:9])([CH3:7])[C:4]([O:6][CH3:10])=[O:5]. (4) Given the reactants [CH3:1][O:2][C:3]1[CH:33]=[C:32]([O:34][CH3:35])[CH:31]=[CH:30][C:4]=1[CH2:5][NH:6][C:7]([NH:9][NH:10][C:11]([C:13]1[C:21]2[C:16](=[N:17][CH:18]=[CH:19][CH:20]=2)[N:15]([CH2:22][C:23]2[CH:28]=[CH:27][CH:26]=[CH:25][C:24]=2[F:29])[N:14]=1)=O)=[O:8].Cl, predict the reaction product. The product is: [CH3:1][O:2][C:3]1[CH:33]=[C:32]([O:34][CH3:35])[CH:31]=[CH:30][C:4]=1[CH2:5][N:6]1[C:11]([C:13]2[C:21]3[C:16](=[N:17][CH:18]=[CH:19][CH:20]=3)[N:15]([CH2:22][C:23]3[CH:28]=[CH:27][CH:26]=[CH:25][C:24]=3[F:29])[N:14]=2)=[N:10][NH:9][C:7]1=[O:8]. (5) The product is: [N:26]1([C:27]2[CH:28]=[CH:29][C:30]([NH:33][C:4]3[N:9]=[CH:8][C:7]4=[CH:10][CH:11]=[C:12]([CH2:13][NH:14][C:15]5[CH:20]=[CH:19][CH:18]=[CH:17][CH:16]=5)[N:6]4[N:5]=3)=[CH:31][CH:32]=2)[CH2:25][CH2:24][O:23][CH2:22][CH2:21]1. Given the reactants CS([C:4]1[N:9]=[CH:8][C:7]2=[CH:10][CH:11]=[C:12]([CH2:13][NH:14][C:15]3[CH:20]=[CH:19][CH:18]=[CH:17][CH:16]=3)[N:6]2[N:5]=1)=O.[CH2:21]1[N:26]([C:27]2[CH:32]=[CH:31][C:30]([NH2:33])=[CH:29][CH:28]=2)[CH2:25][CH2:24][O:23][CH2:22]1.C(N(CC)C(C)C)(C)C.COCC(O)C, predict the reaction product. (6) The product is: [CH3:32][N:33]([CH2:34][CH2:35][CH2:36][NH:37][C:29]([C:26]1[CH:25]=[CH:24][C:23]([C:12]2[CH:13]=[C:14]([C:17]3[O:18][C:19]([CH3:22])=[N:20][N:21]=3)[CH:15]=[CH:16][C:11]=2[CH3:10])=[CH:28][CH:27]=1)=[O:31])[CH3:38]. Given the reactants CCN(C(C)C)C(C)C.[CH3:10][C:11]1[CH:16]=[CH:15][C:14]([C:17]2[O:18][C:19]([CH3:22])=[N:20][N:21]=2)=[CH:13][C:12]=1[C:23]1[CH:28]=[CH:27][C:26]([C:29]([OH:31])=O)=[CH:25][CH:24]=1.[CH3:32][N:33]([CH3:38])[CH2:34][CH2:35][CH2:36][NH2:37].CN(C(ON1N=NC2C=CC=CC1=2)=[N+](C)C)C.F[P-](F)(F)(F)(F)F.C1C=CC2N(O)N=NC=2C=1, predict the reaction product. (7) The product is: [Cl:1][C:2]1[C:3]([CH3:31])=[C:4]([C:10]2[CH:14]=[CH:13][N:12]([CH2:15][C@@H:16]([NH:18][C:19]([C:21]3[N:22]=[C:23]([C:41]([OH:40])([CH3:37])[CH3:32])[S:24][CH:25]=3)=[O:20])[CH3:17])[N:11]=2)[CH:5]=[CH:6][C:7]=1[C:8]#[N:9]. Given the reactants [Cl:1][C:2]1[C:3]([CH3:31])=[C:4]([C:10]2[CH:14]=[CH:13][N:12]([CH2:15][C@@H:16]([NH:18][C:19]([C:21]3[N:22]=[C:23](C(OCC)=O)[S:24][CH:25]=3)=[O:20])[CH3:17])[N:11]=2)[CH:5]=[CH:6][C:7]=1[C:8]#[N:9].[CH3:32][Mg]Br.[Cl-].[NH4+].[CH2:37]1[CH2:41][O:40]CC1, predict the reaction product. (8) Given the reactants [N:1]1[C:2]([CH2:10][OH:11])=[CH:3][N:4]2[CH:9]=[CH:8][CH:7]=[CH:6][C:5]=12.[H-].[Na+].Cl[C:15]1[CH:20]=[CH:19][N+:18]([O-:21])=[CH:17][CH:16]=1.[NH4+].[OH-], predict the reaction product. The product is: [N:1]1[C:2]([CH2:10][O:11][C:15]2[CH:20]=[CH:19][N+:18]([O-:21])=[CH:17][CH:16]=2)=[CH:3][N:4]2[CH:9]=[CH:8][CH:7]=[CH:6][C:5]=12.